This data is from Forward reaction prediction with 1.9M reactions from USPTO patents (1976-2016). The task is: Predict the product of the given reaction. (1) Given the reactants [CH3:1][O:2][C:3]1[CH:16]=[CH:15][C:6]([CH2:7][N:8]2[CH2:12][C:11](=O)[NH:10][C:9]2=[O:14])=[CH:5][CH:4]=1.[CH2:17]([C:20]1[C:28]2[O:27][N:26]=[C:25]([C:29]([F:32])([F:31])[F:30])[C:24]=2[CH:23]=[CH:22][C:21]=1[O:33][CH2:34][CH2:35][CH2:36]Br)[CH2:18][CH3:19].C([O-])([O-])=[O:39].[Cs+].[Cs+].O, predict the reaction product. The product is: [CH2:17]([C:20]1[C:28]2[O:27][N:26]=[C:25]([C:29]([F:32])([F:31])[F:30])[C:24]=2[CH:23]=[CH:22][C:21]=1[O:33][CH2:34][CH2:35][CH2:36][N:10]1[CH2:11][C:12](=[O:39])[N:8]([CH2:7][C:6]2[CH:15]=[CH:16][C:3]([O:2][CH3:1])=[CH:4][CH:5]=2)[C:9]1=[O:14])[CH2:18][CH3:19]. (2) Given the reactants Br[C:2]1[CH:8]=[C:7]([F:9])[C:5]([NH2:6])=[C:4]([F:10])[CH:3]=1.[CH2:11]([O:15][C:16]1[CH:17]=[C:18](B(O)O)[CH:19]=[CH:20][CH:21]=1)[CH:12]([CH3:14])[CH3:13], predict the reaction product. The product is: [F:10][C:4]1[CH:3]=[C:2]([C:20]2[CH:19]=[CH:18][CH:17]=[C:16]([O:15][CH2:11][CH:12]([CH3:14])[CH3:13])[CH:21]=2)[CH:8]=[C:7]([F:9])[C:5]=1[NH2:6]. (3) Given the reactants O1CCCCC1[O:7][C:8]1[CH:9]=[C:10]([C:14]23[CH2:21][CH2:20][C:17](CC#N)([CH2:18][CH2:19]2)[CH2:16][O:15]3)[CH:11]=[CH:12][CH:13]=1.[OH-:25].[K+].[CH2:27]([OH:30])[CH2:28]O, predict the reaction product. The product is: [OH:7][C:8]1[CH:9]=[C:10]([C:14]23[CH2:21][CH2:20][C:17]([CH2:28][C:27]([OH:30])=[O:25])([CH2:18][CH2:19]2)[CH2:16][O:15]3)[CH:11]=[CH:12][CH:13]=1. (4) Given the reactants [Si:1]([O:8][CH:9]1[C:14]2[CH:15]=[C:16]([C:18]#[N:19])[O:17][C:13]=2[CH2:12][CH2:11][CH2:10]1)([C:4]([CH3:7])([CH3:6])[CH3:5])([CH3:3])[CH3:2].[NH2:20][OH:21], predict the reaction product. The product is: [Si:1]([O:8][CH:9]1[C:14]2[CH:15]=[C:16]([C:18](=[N:20][OH:21])[NH2:19])[O:17][C:13]=2[CH2:12][CH2:11][CH2:10]1)([C:4]([CH3:7])([CH3:6])[CH3:5])([CH3:3])[CH3:2]. (5) Given the reactants [CH2:1]([N:3]([CH2:26][CH3:27])[CH2:4][CH2:5][O:6][C:7]1[CH:12]=[CH:11][C:10]([NH:13][C:14]2[N:19]=[C:18]([NH:20][CH2:21][CH3:22])[C:17]([N+:23]([O-])=O)=[CH:16][N:15]=2)=[CH:9][CH:8]=1)[CH3:2], predict the reaction product. The product is: [NH2:23][C:17]1[C:18]([NH:20][CH2:21][CH3:22])=[N:19][C:14]([NH:13][C:10]2[CH:9]=[CH:8][C:7]([O:6][CH2:5][CH2:4][N:3]([CH2:26][CH3:27])[CH2:1][CH3:2])=[CH:12][CH:11]=2)=[N:15][CH:16]=1. (6) Given the reactants Cl.[NH2:2][C:3]1[C:12]2[N:13]=[C:14]([CH2:21][CH2:22][C:23]3([CH3:28])OCC[O:24]3)[N:15]([CH2:16][C:17]([CH3:20])([OH:19])[CH3:18])[C:11]=2[C:10]2[CH:9]=[CH:8][CH:7]=[CH:6][C:5]=2[N:4]=1.[OH-].[Na+], predict the reaction product. The product is: [NH2:2][C:3]1[C:12]2[N:13]=[C:14]([CH2:21][CH2:22][C:23](=[O:24])[CH3:28])[N:15]([CH2:16][C:17]([OH:19])([CH3:18])[CH3:20])[C:11]=2[C:10]2[CH:9]=[CH:8][CH:7]=[CH:6][C:5]=2[N:4]=1.